Dataset: Reaction yield outcomes from USPTO patents with 853,638 reactions. Task: Predict the reaction yield, written as a fraction of the theoretical maximum amount of product (1.0 means a 100% yield; for example, 0.34 means a 34% yield). (1) The reactants are [OH:1][C:2]1[CH:3]=[C:4]([NH:8][C:9](=[O:11])[CH3:10])[CH:5]=[CH:6][CH:7]=1.C(NC1C=C(OC(=O)C)C=CC=1)=O.[CH3:25][C:26](=[CH2:30])[CH2:27][CH2:28]O.CCOC(/N=N/C(OCC)=O)=O.C1C=CC(P(C2C=CC=CC=2)C2C=CC=CC=2)=CC=1. The catalyst is C1C=CC=CC=1.O. The product is [CH3:30][C:26](=[CH2:25])[CH2:27][CH2:28][O:1][C:2]1[CH:3]=[C:4]([NH:8][C:9](=[O:11])[CH3:10])[CH:5]=[CH:6][CH:7]=1. The yield is 0.520. (2) The reactants are [C:1]([O:5][C:6]([NH:8][C:9]1[S:13][CH:12]=[N:11][C:10]=1[C:14]([OH:16])=[O:15])=[O:7])([CH3:4])([CH3:3])[CH3:2].C1C(=O)N([Br:24])C(=O)C1. The catalyst is C(Cl)Cl. The product is [Br:24][C:12]1[S:13][C:9]([NH:8][C:6]([O:5][C:1]([CH3:4])([CH3:2])[CH3:3])=[O:7])=[C:10]([C:14]([OH:16])=[O:15])[N:11]=1. The yield is 0.700. (3) The yield is 0.660. The product is [CH:1]1([CH2:4][O:5][C:6]2[CH:11]=[CH:10][C:9]([S:12]([N:15]3[CH2:20][CH2:19][CH:18]([OH:21])[CH2:17][CH2:16]3)(=[O:13])=[O:14])=[CH:8][C:7]=2[C:28]2[C:29]3[CH:38]=[CH:37][NH:36][C:30]=3[C:31](=[O:35])[N:32]([CH3:34])[CH:33]=2)[CH2:3][CH2:2]1. The reactants are [CH:1]1([CH2:4][O:5][C:6]2[CH:11]=[CH:10][C:9]([S:12]([N:15]3[CH2:20][CH2:19][CH:18]([O:21]C4CCCCO4)[CH2:17][CH2:16]3)(=[O:14])=[O:13])=[CH:8][C:7]=2[C:28]2[C:29]3[CH:38]=[CH:37][NH:36][C:30]=3[C:31](=[O:35])[N:32]([CH3:34])[CH:33]=2)[CH2:3][CH2:2]1.C(O)(=O)C.O1CCCC1. The catalyst is O. (4) The reactants are [C:1](C(O)(CCC)C#CC(=O)C)([CH3:4])([CH3:3])[CH3:2].C([CH2:19][CH:20]([OH:30])[C:21]#[C:22][CH:23]([OH:29])[CH2:24][CH:25]([CH3:28])[CH2:26][CH3:27])(C)(C)C. The catalyst is ClCCl.[O-2].[O-2].[Mn+4]. The product is [C:1]([C:23]([OH:29])([CH2:24][CH:25]([CH3:28])[CH2:26][CH3:27])[C:22]#[C:21][C:20](=[O:30])[CH3:19])([CH3:4])([CH3:3])[CH3:2]. The yield is 0.840. (5) The reactants are [NH2:1][C:2]1[CH:7]=[CH:6][CH:5]=[CH:4][CH:3]=1.[H-].[Na+].[NH2:10][C:11]1[N:20]=[C:19]([NH2:21])[C:18]2[C:13](=[CH:14][CH:15]=[CH:16][C:17]=2F)[N:12]=1. The catalyst is CS(C)=O. The product is [NH2:10][C:11]1[N:20]=[C:19]([NH2:21])[C:18]2[C:13](=[CH:14][CH:15]=[CH:16][C:17]=2[NH:1][C:2]2[CH:7]=[CH:6][CH:5]=[CH:4][CH:3]=2)[N:12]=1. The yield is 0.0480. (6) The reactants are [C:1]([C:4]1[S:8][C:7]([N:9]([C:13]2[CH:18]=[N:17][CH:16]=[CH:15][N:14]=2)C(=O)C)=[N:6][C:5]=1[CH3:19])(=[O:3])[CH3:2].[BrH:20].BrBr. The catalyst is CC(O)=O. The product is [BrH:20].[Br:20][CH2:2][C:1]([C:4]1[S:8][C:7]([NH:9][C:13]2[CH:18]=[N:17][CH:16]=[CH:15][N:14]=2)=[N:6][C:5]=1[CH3:19])=[O:3]. The yield is 0.640. (7) The reactants are Br[C:2]1[N:7]=[N:6][C:5]([NH:8][CH:9]2[CH2:12][CH2:11][CH2:10]2)=[CH:4][CH:3]=1.[CH3:13][Si:14]([C:17]#[CH:18])([CH3:16])[CH3:15].C(N(CC)C(C)C)(C)C. The catalyst is C1C=CC([P]([Pd]([P](C2C=CC=CC=2)(C2C=CC=CC=2)C2C=CC=CC=2)([P](C2C=CC=CC=2)(C2C=CC=CC=2)C2C=CC=CC=2)[P](C2C=CC=CC=2)(C2C=CC=CC=2)C2C=CC=CC=2)(C2C=CC=CC=2)C2C=CC=CC=2)=CC=1.[Cu]I.CN(C=O)C. The product is [CH:9]1([NH:8][C:5]2[N:6]=[N:7][C:2]([C:18]#[C:17][Si:14]([CH3:16])([CH3:15])[CH3:13])=[CH:3][CH:4]=2)[CH2:12][CH2:11][CH2:10]1. The yield is 0.745. (8) The reactants are [O:1]=[C:2]([N:5]1[C@H:9]([CH2:10][C:11]2[CH:16]=[CH:15][CH:14]=[CH:13][CH:12]=2)[CH2:8][O:7][C:6]1=[O:17])[CH2:3][CH3:4].CCN(C(C)C)C(C)C.[CH:27]([C@H:29]1[CH2:33][O:32][C:31]([CH3:35])([CH3:34])[N:30]1[C:36]([O:38][C:39]([CH3:42])([CH3:41])[CH3:40])=[O:37])=[O:28]. The catalyst is C(Cl)Cl.Cl[Ti](Cl)(Cl)Cl. The product is [CH2:10]([C@@H:9]1[CH2:8][O:7][C:6](=[O:17])[N:5]1[C:2](=[O:1])[C@H:3]([CH3:4])[C@H:27]([C@H:29]1[CH2:33][O:32][C:31]([CH3:35])([CH3:34])[N:30]1[C:36]([O:38][C:39]([CH3:42])([CH3:41])[CH3:40])=[O:37])[OH:28])[C:11]1[CH:12]=[CH:13][CH:14]=[CH:15][CH:16]=1. The yield is 0.870.